Predict which catalyst facilitates the given reaction. From a dataset of Catalyst prediction with 721,799 reactions and 888 catalyst types from USPTO. (1) Reactant: [CH:1]1([NH2:7])[CH2:6][CH2:5][CH2:4][CH2:3][CH2:2]1.[CH3:8][O:9][CH:10]([O:13][CH3:14])[CH:11]=O. Product: [CH3:8][O:9][CH:10]([O:13][CH3:14])[CH2:11][NH:7][CH:1]1[CH2:6][CH2:5][CH2:4][CH2:3][CH2:2]1. The catalyst class is: 19. (2) Reactant: [Br:1][C:2]1[CH:16]=[CH:15][C:5]([N:6]([CH2:11][CH:12]([CH3:14])[CH3:13])[CH2:7][CH:8]([CH3:10])[CH3:9])=[C:4]([N+:17]([O-:19])=[O:18])[CH:3]=1.[Cl:20]N1C(=O)CCC1=O. Product: [Br:1][C:2]1[CH:3]=[C:4]([N+:17]([O-:19])=[O:18])[C:5]([N:6]([CH2:7][CH:8]([CH3:9])[CH3:10])[CH2:11][CH:12]([CH3:14])[CH3:13])=[C:15]([Cl:20])[CH:16]=1. The catalyst class is: 3. (3) Reactant: [NH2:1][CH2:2][C:3]1([OH:39])[CH2:8][CH2:7][N:6]([C:9]2[C:14]([CH2:15][N:16]([CH3:27])[C@@H:17]3[C:26]4[C:21](=[CH:22][CH:23]=[CH:24][CH:25]=4)[CH2:20][CH2:19][CH2:18]3)=[C:13]([CH3:28])[N:12]=[C:11]([C:29]3[C:34]([CH2:35][CH3:36])=[CH:33][CH:32]=[CH:31][C:30]=3[CH2:37][CH3:38])[N:10]=2)[CH2:5][CH2:4]1.C([O-])([O-])=O.[K+].[K+].[C:46](OC(=O)C)(=[O:48])[CH3:47].C([O-])(O)=O.[Na+]. Product: [CH2:35]([C:34]1[CH:33]=[CH:32][CH:31]=[C:30]([CH2:37][CH3:38])[C:29]=1[C:11]1[N:10]=[C:9]([N:6]2[CH2:7][CH2:8][C:3]([CH2:2][NH:1][C:46](=[O:48])[CH3:47])([OH:39])[CH2:4][CH2:5]2)[C:14]([CH2:15][N:16]([CH3:27])[C@@H:17]2[C:26]3[C:21](=[CH:22][CH:23]=[CH:24][CH:25]=3)[CH2:20][CH2:19][CH2:18]2)=[C:13]([CH3:28])[N:12]=1)[CH3:36]. The catalyst class is: 474. (4) Reactant: [CH3:1][CH:2]([NH2:26])[CH:3]([C:20]1[CH:25]=[CH:24][CH:23]=[CH:22][CH:21]=1)[O:4][C:5]1[CH:6]=[C:7]2[C:11](=[CH:12][CH:13]=1)[N:10]([C:14]1[CH:19]=[CH:18][CH:17]=[CH:16][N:15]=1)[N:9]=[CH:8]2.CCN(C(C)C)C(C)C.[CH3:36][O:37][CH2:38][C:39](Cl)=[O:40]. Product: [CH3:36][O:37][CH2:38][C:39]([NH:26][CH:2]([CH3:1])[CH:3]([C:20]1[CH:25]=[CH:24][CH:23]=[CH:22][CH:21]=1)[O:4][C:5]1[CH:6]=[C:7]2[C:11](=[CH:12][CH:13]=1)[N:10]([C:14]1[CH:19]=[CH:18][CH:17]=[CH:16][N:15]=1)[N:9]=[CH:8]2)=[O:40]. The catalyst class is: 10. (5) Reactant: [Cl:1][C:2]1[CH:3]=[C:4]([C@@H:8]2[C@@H:13]([C:14]3[CH:19]=[CH:18][C:17]([Cl:20])=[CH:16][CH:15]=3)[N:12]([CH2:21][CH:22]3[CH2:24][CH2:23]3)[C:11](=[O:25])[C:10]([CH2:39][CH2:40][N:41]3[CH2:45][CH2:44][CH2:43][CH2:42]3)([CH2:26][CH2:27][O:28][Si](C(C)C)(C(C)C)C(C)C)[CH2:9]2)[CH:5]=[CH:6][CH:7]=1.CCCC[N+](CCCC)(CCCC)CCCC.[F-]. Product: [Cl:1][C:2]1[CH:3]=[C:4]([C@@H:8]2[C@@H:13]([C:14]3[CH:19]=[CH:18][C:17]([Cl:20])=[CH:16][CH:15]=3)[N:12]([CH2:21][CH:22]3[CH2:23][CH2:24]3)[C:11](=[O:25])[C:10]([CH2:26][CH2:27][OH:28])([CH2:39][CH2:40][N:41]3[CH2:45][CH2:44][CH2:43][CH2:42]3)[CH2:9]2)[CH:5]=[CH:6][CH:7]=1. The catalyst class is: 1. (6) Reactant: Cl.C(O[C:7]([N:9](C)[NH:10]/[CH:11]=[C:12](/[C:18](=O)[C:19]([O:21][CH2:22][CH3:23])=[O:20])\[C:13]([O:15][CH2:16][CH3:17])=[O:14])=O)(C)(C)C. Product: [CH2:22]([O:21][C:19]([C:18]1[N:9]([CH3:7])[N:10]=[CH:11][C:12]=1[C:13]([O:15][CH2:16][CH3:17])=[O:14])=[O:20])[CH3:23]. The catalyst class is: 8. (7) Reactant: [OH:1][CH2:2][C:3]1[CH:8]=[CH:7][C:6]([NH:9][C:10](=[O:13])[CH:11]=[CH2:12])=[CH:5][CH:4]=1.[OH:14][C:15]([C:32]1[S:33][CH:34]=[CH:35][CH:36]=1)([C:27]1[S:28][CH:29]=[CH:30][CH:31]=1)[C:16]([O:18][C@H:19]1[CH2:24][CH2:23][C@H:22]([NH:25][CH3:26])[CH2:21][CH2:20]1)=[O:17]. Product: [OH:14][C:15]([C:27]1[S:28][CH:29]=[CH:30][CH:31]=1)([C:32]1[S:33][CH:34]=[CH:35][CH:36]=1)[C:16]([O:18][C@H:19]1[CH2:20][CH2:21][C@H:22]([N:25]([CH2:12][CH2:11][C:10]([NH:9][C:6]2[CH:5]=[CH:4][C:3]([CH2:2][OH:1])=[CH:8][CH:7]=2)=[O:13])[CH3:26])[CH2:23][CH2:24]1)=[O:17]. The catalyst class is: 7. (8) Product: [Cl:1][CH2:2][CH2:3][CH2:4][O:5][C:6]1[CH:11]=[C:10]2[C:9]([C:17]([NH:18][C:22]3[NH:26][N:25]=[C:24]([CH2:27][C:28]([O:30][CH3:31])=[O:29])[CH:23]=3)=[N:14][CH:13]=[N:12]2)=[CH:8][C:7]=1[O:19][CH3:20]. The catalyst class is: 15. Reactant: [Cl:1][CH2:2][CH2:3][CH2:4][O:5][C:6]1[C:7]([O:19][CH3:20])=[CH:8][C:9]([C:17]#[N:18])=[C:10]([N:12]=[CH:13][N:14](C)C)[CH:11]=1.N[C:22]1[NH:26][N:25]=[C:24]([CH2:27][C:28]([O:30][CH3:31])=[O:29])[CH:23]=1. (9) The catalyst class is: 75. Product: [C:21]([Si:18]([C:17]#[C:16][C:13]1[C:12]([F:25])=[CH:11][C:10]([C:30]2[CH:31]=[CH:32][C:27]([Cl:26])=[CH:28][CH:29]=2)=[CH:15][N:14]=1)([CH3:20])[CH3:19])([CH3:24])([CH3:23])[CH3:22]. Reactant: CO.C([O-])([O-])=O.[Na+].[Na+].Br[C:10]1[CH:11]=[C:12]([F:25])[C:13]([C:16]#[C:17][Si:18]([C:21]([CH3:24])([CH3:23])[CH3:22])([CH3:20])[CH3:19])=[N:14][CH:15]=1.[Cl:26][C:27]1[CH:32]=[CH:31][C:30](OB(O)O)=[CH:29][CH:28]=1. (10) Reactant: [Cl:1][C:2]1[CH:7]=[C:6]([N+]([O-])=O)[CH:5]=[CH:4][N:3]=1.[OH:11][C:12]1[CH:13]=[C:14]2[C:19](=[CH:20][CH:21]=1)[CH2:18][CH:17]([C:22]([O:24][CH3:25])=[O:23])[CH2:16][CH2:15]2.C(=O)([O-])[O-].[Cs+].[Cs+].CN(C)C=O. Product: [Cl:1][C:2]1[CH:7]=[C:6]([O:11][C:12]2[CH:13]=[C:14]3[C:19](=[CH:20][CH:21]=2)[CH2:18][CH:17]([C:22]([O:24][CH3:25])=[O:23])[CH2:16][CH2:15]3)[CH:5]=[CH:4][N:3]=1. The catalyst class is: 13.